The task is: Predict the reactants needed to synthesize the given product.. This data is from Retrosynthesis with 50K atom-mapped reactions and 10 reaction types from USPTO. Given the product CN(Cc1cnc(F)cc1-c1cccc2cc(-c3nc(NCCn4cc[nH]c4=O)ncc3F)sc12)C(=O)OC(C)(C)C, predict the reactants needed to synthesize it. The reactants are: CN(Cc1cnc(F)cc1-c1cccc2cc(-c3nc(Cl)ncc3F)sc12)C(=O)OC(C)(C)C.NCCn1cc[nH]c1=O.